Predict the product of the given reaction. From a dataset of Forward reaction prediction with 1.9M reactions from USPTO patents (1976-2016). (1) Given the reactants [C-:1]#[N:2].[K+].Br[CH2:5][CH:6]1[O:11][C:10]2[CH:12]=[CH:13][CH:14]=[CH:15][C:9]=2[O:8][CH2:7]1, predict the reaction product. The product is: [C:1]([CH2:5][CH:6]1[O:11][C:10]2[CH:12]=[CH:13][CH:14]=[CH:15][C:9]=2[O:8][CH2:7]1)#[N:2]. (2) Given the reactants [C:1]([NH:4][C@H:5]1[CH2:8][C@H:7]([O:9][C:10]2[CH:15]=[C:14]([F:16])[CH:13]=[CH:12][C:11]=2[NH:17][C:18]2[C:19]3[C:26]([CH3:27])=[C:25]([C:28]([OH:30])=O)[S:24][C:20]=3[N:21]=[CH:22][N:23]=2)[CH2:6]1)(=[O:3])[CH3:2].[CH3:31][N:32]([CH3:38])[CH2:33][C:34]#[C:35][CH2:36][NH2:37], predict the reaction product. The product is: [CH3:31][N:32]([CH3:38])[CH2:33][C:34]#[C:35][CH2:36][NH:37][C:28]([C:25]1[S:24][C:20]2[N:21]=[CH:22][N:23]=[C:18]([NH:17][C:11]3[CH:12]=[CH:13][C:14]([F:16])=[CH:15][C:10]=3[O:9][C@H:7]3[CH2:8][C@H:5]([NH:4][C:1](=[O:3])[CH3:2])[CH2:6]3)[C:19]=2[C:26]=1[CH3:27])=[O:30]. (3) The product is: [O:23]=[C:19]1[NH:20][CH2:21][CH2:22][N:18]1[CH2:17][CH2:16][NH:15][C:9]1[N:8]=[C:7]([C:5]2[S:6][C:2]([C:25]3[S:24][CH:28]=[CH:27][CH:26]=3)=[CH:3][CH:4]=2)[C:12]([C:13]#[N:14])=[CH:11][N:10]=1. Given the reactants Br[C:2]1[S:6][C:5]([C:7]2[C:12]([C:13]#[N:14])=[CH:11][N:10]=[C:9]([NH:15][CH2:16][CH2:17][N:18]3[CH2:22][CH2:21][NH:20][C:19]3=[O:23])[N:8]=2)=[CH:4][CH:3]=1.[S:24]1[CH:28]=[CH:27][CH:26]=[C:25]1B(O)O.C(=O)([O-])[O-].[Na+].[Na+].C(O)C, predict the reaction product.